Dataset: Reaction yield outcomes from USPTO patents with 853,638 reactions. Task: Predict the reaction yield, written as a fraction of the theoretical maximum amount of product (1.0 means a 100% yield; for example, 0.34 means a 34% yield). (1) The reactants are [C:1]([C:4]1[CH:9]=[CH:8][CH:7]=[C:6]([CH3:10])[C:5]=1[NH:11][C:12](=O)[C:13]([O:15][CH2:16][CH3:17])=[O:14])(=[O:3])[NH2:2].[Si](Cl)(C)(C)C. The catalyst is ClCCCl. The product is [OH:3][C:1]1[C:4]2[C:5](=[C:6]([CH3:10])[CH:7]=[CH:8][CH:9]=2)[N:11]=[C:12]([C:13]([O:15][CH2:16][CH3:17])=[O:14])[N:2]=1. The yield is 0.720. (2) The reactants are [NH2:1][C:2]1[C:7]([C:8]#[N:9])=[C:6]([C:10]2[N:11]=[C:12]([Br:15])[S:13][CH:14]=2)[C:5]([C:16]#[N:17])=[C:4]([SH:18])[N:3]=1.Cl[CH2:20][C:21]1[N:22]=[C:23]([C:26]2[CH:31]=[CH:30][C:29]([Cl:32])=[CH:28][CH:27]=2)[S:24][CH:25]=1.C(=O)(O)[O-].[Na+].O. The product is [NH2:1][C:2]1[C:7]([C:8]#[N:9])=[C:6]([C:10]2[N:11]=[C:12]([Br:15])[S:13][CH:14]=2)[C:5]([C:16]#[N:17])=[C:4]([S:18][CH2:20][C:21]2[N:22]=[C:23]([C:26]3[CH:31]=[CH:30][C:29]([Cl:32])=[CH:28][CH:27]=3)[S:24][CH:25]=2)[N:3]=1. The catalyst is CN(C=O)C. The yield is 0.170. (3) The reactants are [CH2:1]([O:5][C:6]1[CH:7]=[CH:8][C:9]([C:12]([O:14]C)=[O:13])=[N:10][CH:11]=1)[C:2]#[C:3][CH3:4].[OH-].[Li+].CCOC(C)=O.Cl. The catalyst is C1COCC1.O. The product is [CH2:1]([O:5][C:6]1[CH:7]=[CH:8][C:9]([C:12]([OH:14])=[O:13])=[N:10][CH:11]=1)[C:2]#[C:3][CH3:4]. The yield is 0.450. (4) The reactants are Cl.[F:2][C:3]1[CH:17]=[CH:16][C:6]2[C:7]([CH:10]3[CH2:15][CH2:14][NH:13][CH2:12][CH2:11]3)=[N:8][O:9][C:5]=2[CH:4]=1.Cl[CH2:19][CH2:20][CH2:21][O:22][C:23]1[CH:28]=[CH:27][C:26]([CH:29]([C:30]([CH:29]([C:26]2[CH:27]=[CH:28][C:23]([O:22][CH2:21][CH2:20][CH2:19]Cl)=[C:24]([O:48][CH3:49])[CH:25]=2)C)=O)[CH3:30])=[CH:25][C:24]=1[O:48][CH3:49].C(=O)([O-])[O-:51].[K+].[K+]. The catalyst is O. The product is [CH3:30][C:29]([C:26]1[CH:27]=[CH:28][C:23]([O:22][CH2:21][CH2:20][CH2:19][N:13]2[CH2:12][CH2:11][CH:10]([C:7]3[C:6]4[CH:16]=[CH:17][C:3]([F:2])=[CH:4][C:5]=4[O:9][N:8]=3)[CH2:15][CH2:14]2)=[C:24]([O:48][CH3:49])[CH:25]=1)=[O:51]. The yield is 0.922. (5) The reactants are N12CCCN=C1CCCCC2.Cl.[NH2:13][CH2:14][C:15]1[CH:23]=[CH:22][CH:21]=[C:20]2[C:16]=1[C:17](=[O:33])[N:18]([CH:25]1[CH2:30][CH2:29][C:28](=[O:31])[NH:27][C:26]1=[O:32])[C:19]2=[O:24].[NH:34]1[C:42]2[C:37](=[CH:38][CH:39]=[CH:40][CH:41]=2)[CH:36]=[C:35]1[C:43](O)=[O:44].Cl.CN(C)CCCN=C=NCC. The catalyst is CN(C=O)C.O. The product is [O:32]=[C:26]1[CH:25]([N:18]2[C:17](=[O:33])[C:16]3[C:20](=[CH:21][CH:22]=[CH:23][C:15]=3[CH2:14][NH:13][C:43]([C:35]3[NH:34][C:42]4[C:37]([CH:36]=3)=[CH:38][CH:39]=[CH:40][CH:41]=4)=[O:44])[C:19]2=[O:24])[CH2:30][CH2:29][C:28](=[O:31])[NH:27]1. The yield is 0.700. (6) The product is [N+:25]([C:28]1[CH:33]=[CH:32][C:31]([S:34][C:2]2[CH:18]=[CH:17][CH:16]=[CH:15][C:3]=2[C:4]([NH:6][C:7]2[CH:12]=[CH:11][CH:10]=[CH:9][C:8]=2[O:13][CH3:14])=[O:5])=[CH:30][CH:29]=1)([O-:27])=[O:26]. The reactants are I[C:2]1[CH:18]=[CH:17][CH:16]=[CH:15][C:3]=1[C:4]([NH:6][C:7]1[CH:12]=[CH:11][CH:10]=[CH:9][C:8]=1[O:13][CH3:14])=[O:5].C([O-])([O-])=O.[K+].[K+].[N+:25]([C:28]1[CH:33]=[CH:32][C:31]([SH:34])=[CH:30][CH:29]=1)([O-:27])=[O:26].C(O)CO. The yield is 0.630. The catalyst is C(OCC)(=O)C.CC(O)C.